This data is from Catalyst prediction with 721,799 reactions and 888 catalyst types from USPTO. The task is: Predict which catalyst facilitates the given reaction. Reactant: [C:1]1([C:7]2[CH:19]=[CH:18][C:10]3[CH2:11][CH:12]([CH2:14][N:15]=[N+]=[N-])[O:13][C:9]=3[CH:8]=2)[CH:6]=[CH:5][CH:4]=[CH:3][CH:2]=1. Product: [C:1]1([C:7]2[CH:19]=[CH:18][C:10]3[CH2:11][CH:12]([CH2:14][NH2:15])[O:13][C:9]=3[CH:8]=2)[CH:2]=[CH:3][CH:4]=[CH:5][CH:6]=1. The catalyst class is: 45.